From a dataset of Catalyst prediction with 721,799 reactions and 888 catalyst types from USPTO. Predict which catalyst facilitates the given reaction. (1) Reactant: C(Cl)Cl.[Cl:4][C:5]1[C:6]([CH:13]([S:22]([C:25]2[CH:30]=[CH:29][C:28]([Cl:31])=[CH:27][CH:26]=2)(=[O:24])=[O:23])[C:14]2[CH:19]=[C:18]([F:20])[CH:17]=[CH:16][C:15]=2[F:21])=[CH:7][C:8]([NH:11][NH2:12])=[N:9][CH:10]=1.[C:32](O[C:32]([O:34][C:35]([CH3:38])([CH3:37])[CH3:36])=[O:33])([O:34][C:35]([CH3:38])([CH3:37])[CH3:36])=[O:33]. Product: [Cl:4][C:5]1[C:6]([CH:13]([S:22]([C:25]2[CH:30]=[CH:29][C:28]([Cl:31])=[CH:27][CH:26]=2)(=[O:24])=[O:23])[C:14]2[CH:19]=[C:18]([F:20])[CH:17]=[CH:16][C:15]=2[F:21])=[CH:7][C:8]([NH:11][NH:12][C:32]([O:34][C:35]([CH3:38])([CH3:37])[CH3:36])=[O:33])=[N:9][CH:10]=1. The catalyst class is: 81. (2) Reactant: S(Cl)(C)(=O)=O.[C:6]([N:9]1[CH2:14][CH2:13][C:12](O)([Sn:15]([CH2:24][CH2:25][CH2:26][CH3:27])([CH2:20][CH2:21][CH2:22][CH3:23])[CH2:16][CH2:17][CH2:18][CH3:19])[CH2:11][CH2:10]1)(=[O:8])[CH3:7].C(N(CC)CC)C.[Na+].[Cl-]. Product: [C:6]([N:9]1[CH2:10][CH:11]=[C:12]([Sn:15]([CH2:24][CH2:25][CH2:26][CH3:27])([CH2:16][CH2:17][CH2:18][CH3:19])[CH2:20][CH2:21][CH2:22][CH3:23])[CH2:13][CH2:14]1)(=[O:8])[CH3:7]. The catalyst class is: 4. (3) The catalyst class is: 3. Reactant: [Br:1]Br.[NH:3]1[C:11]2[C:6](=[CH:7][CH:8]=[CH:9][CH:10]=2)[CH:5]=[CH:4]1.S(=O)(O)[O-].[K+].[OH-].[NH4+]. Product: [Br:1][C:5]1[C:6]2[C:11](=[CH:10][CH:9]=[CH:8][CH:7]=2)[NH:3][CH:4]=1. (4) Reactant: [CH3:1][C:2]1[CH:3]=[C:4]([S:8][C:9]2[CH:16]=[CH:15][C:12]([C:13]#[N:14])=[CH:11][CH:10]=2)[CH:5]=[CH:6][CH:7]=1.C1COCC1.[H-].[Al+3].[Li+].[H-].[H-].[H-].[OH-].[Na+]. Product: [CH3:1][C:2]1[CH:3]=[C:4]([S:8][C:9]2[CH:16]=[CH:15][C:12]([CH2:13][NH2:14])=[CH:11][CH:10]=2)[CH:5]=[CH:6][CH:7]=1. The catalyst class is: 97. (5) Reactant: [F:1][C:2]([F:13])([F:12])[C:3]1[CH:11]=[CH:10][C:6]([C:7](O)=[O:8])=[CH:5][N:4]=1.CN(C=O)C.C(Cl)(=O)C([Cl:22])=O. Product: [F:1][C:2]([F:13])([F:12])[C:3]1[CH:11]=[CH:10][C:6]([C:7]([Cl:22])=[O:8])=[CH:5][N:4]=1. The catalyst class is: 4. (6) Reactant: CS(C)=O.C(Cl)(=O)C(Cl)=O.[Si]([O:18][CH2:19][C@H:20]1[C@H:24]([C:25]2[CH:30]=[CH:29][CH:28]=[CH:27][CH:26]=2)[CH2:23][N:22]([C:31](=[O:36])[C:32]([F:35])([F:34])[F:33])[CH2:21]1)(C(C)(C)C)(C)C. Product: [C:25]1([C@@H:24]2[CH2:23][N:22]([C:31](=[O:36])[C:32]([F:34])([F:35])[F:33])[CH2:21][C@H:20]2[CH2:19][OH:18])[CH:30]=[CH:29][CH:28]=[CH:27][CH:26]=1. The catalyst class is: 4. (7) Reactant: [NH2:1][C:2]1[C:11]2[C:6](=[CH:7][C:8]([CH2:12][N:13]3[CH2:18][CH2:17][NH:16][CH:15]([CH2:19][CH2:20][CH3:21])[C:14]3=[O:22])=[CH:9][CH:10]=2)[N:5]=[CH:4][N:3]=1.C([O:27][C:28](=O)[CH2:29][C:30]([C:32]1[S:33][C:34]([Cl:37])=[CH:35][CH:36]=1)=[O:31])(C)(C)C. Product: [NH2:1][C:2]1[C:11]2[C:6](=[CH:7][C:8]([CH2:12][N:13]3[CH2:18][CH2:17][N:16]([C:28](=[O:27])[CH2:29][C:30]([C:32]4[S:33][C:34]([Cl:37])=[CH:35][CH:36]=4)=[O:31])[CH:15]([CH2:19][CH2:20][CH3:21])[C:14]3=[O:22])=[CH:9][CH:10]=2)[N:5]=[CH:4][N:3]=1. The catalyst class is: 17. (8) Reactant: C([O-])(=O)C.[Na+].Br[CH:7]([C:11]1[CH:16]=[CH:15][C:14]([F:17])=[CH:13][CH:12]=1)[C:8]([O-:10])=[O:9].[CH3:18][O:19][C:20]1[CH:26]=[CH:25][C:24]([CH2:27][S:28]([CH2:31][CH2:32][C:33]2[C:38]([O:39][CH3:40])=[CH:37][C:36]([O:41][CH3:42])=[CH:35][C:34]=2[O:43][CH3:44])(=[O:30])=[O:29])=[CH:23][C:21]=1[NH2:22].C(Cl)(Cl)Cl.CO. Product: [F:17][C:14]1[CH:15]=[CH:16][C:11]([CH:7]([NH:22][C:21]2[CH:23]=[C:24]([CH2:27][S:28]([CH2:31][CH2:32][C:33]3[C:34]([O:43][CH3:44])=[CH:35][C:36]([O:41][CH3:42])=[CH:37][C:38]=3[O:39][CH3:40])(=[O:30])=[O:29])[CH:25]=[CH:26][C:20]=2[O:19][CH3:18])[C:8]([OH:10])=[O:9])=[CH:12][CH:13]=1. The catalyst class is: 8. (9) Reactant: [NH2:1][C:2]1[C:3]([C:14]2[CH:22]=[CH:21][C:17]([C:18]([OH:20])=O)=[C:16]([F:23])[CH:15]=2)=[N:4][C:5]([CH:8]2[CH2:13][CH2:12][O:11][CH2:10][CH2:9]2)=[CH:6][N:7]=1.[NH2:24][C@@H:25]([C:35]1[CH:40]=[C:39]([F:41])[CH:38]=[C:37]([Br:42])[CH:36]=1)[CH2:26][NH:27][C:28](=[O:34])[O:29][C:30]([CH3:33])([CH3:32])[CH3:31].C(Cl)CCl.CCN(C(C)C)C(C)C. Product: [NH2:1][C:2]1[C:3]([C:14]2[CH:22]=[CH:21][C:17]([C:18]([NH:24][C@@H:25]([C:35]3[CH:40]=[C:39]([F:41])[CH:38]=[C:37]([Br:42])[CH:36]=3)[CH2:26][NH:27][C:28](=[O:34])[O:29][C:30]([CH3:32])([CH3:31])[CH3:33])=[O:20])=[C:16]([F:23])[CH:15]=2)=[N:4][C:5]([CH:8]2[CH2:13][CH2:12][O:11][CH2:10][CH2:9]2)=[CH:6][N:7]=1. The catalyst class is: 3. (10) Reactant: [CH3:1][O:2][C:3]1[CH:4]=[C:5]([CH2:11][CH2:12][C:13]([NH2:15])=O)[CH:6]=[CH:7][C:8]=1[O:9][CH3:10].[H-].[H-].[H-].[H-].[Li+].[Al+3].[OH-].[Na+].[H-]. Product: [CH3:1][O:2][C:3]1[CH:4]=[C:5]([CH2:11][CH2:12][CH2:13][NH2:15])[CH:6]=[CH:7][C:8]=1[O:9][CH3:10]. The catalyst class is: 20.